From a dataset of Catalyst prediction with 721,799 reactions and 888 catalyst types from USPTO. Predict which catalyst facilitates the given reaction. (1) Reactant: COC[N:4]1[C:12]2[C:7](=[CH:8][CH:9]=[CH:10][C:11]=2[N:13]([S:15]([C:18]2[CH:23]=[CH:22][CH:21]=[CH:20][C:19]=2[O:24][CH3:25])(=[O:17])=[O:16])[CH3:14])[CH:6]=[C:5]1[C:26]([O:28]CC)=[O:27].Cl.O1CCCC1. Product: [CH3:25][O:24][C:19]1[CH:20]=[CH:21][CH:22]=[CH:23][C:18]=1[S:15]([N:13]([CH3:14])[C:11]1[CH:10]=[CH:9][CH:8]=[C:7]2[C:12]=1[NH:4][C:5]([C:26]([OH:28])=[O:27])=[CH:6]2)(=[O:17])=[O:16]. The catalyst class is: 5. (2) The catalyst class is: 46. Product: [Br:11][C:12]1[CH:17]=[CH:16][N:15]=[C:14]([CH:18]=[O:19])[CH:13]=1. Reactant: C(Cl)(=O)C(Cl)=O.CS(C)=O.[Br:11][C:12]1[CH:17]=[CH:16][N:15]=[C:14]([CH2:18][OH:19])[CH:13]=1.C(N(CC)CC)C. (3) Reactant: [Cl:1][C:2]1[CH:7]=[CH:6][C:5]([C@@H:8]2[CH2:12][C:11](=[O:13])[CH2:10][C@H:9]2[C:14]([OH:16])=O)=[CH:4][CH:3]=1.Cl.CN(C)CCCN=C=NCC.O[N:30]1[C:34]2[CH:35]=[CH:36][CH:37]=[CH:38][C:33]=2N=N1.CN1CCOCC1.[Cl-].[CH:47]1([C:53]2([CH2:59][N:60]3[C:64]([CH3:66])([CH3:65])[CH2:63][O:62][C:61]3=[O:67])CC[NH2+][CH2:55][CH2:54]2)CCCC[CH2:48]1. Product: [Cl:1][C:2]1[CH:3]=[CH:4][C:5]([C@@H:8]2[CH2:12][C:11](=[O:13])[CH2:10][C@H:9]2[C:14]([C:34]2([N:30]3[CH2:55][CH2:54][CH:53]([CH2:59][N:60]4[C:64]([CH3:65])([CH3:66])[CH2:63][O:62][C:61]4=[O:67])[CH2:47][CH2:48]3)[CH2:33][CH2:38][CH2:37][CH2:36][CH2:35]2)=[O:16])=[CH:6][CH:7]=1. The catalyst class is: 2. (4) Product: [CH:1]([C:4]1[CH:9]=[CH:8][CH:7]=[C:6]([CH:10]([CH3:11])[CH3:12])[C:5]=1[N:13]=[C:14]([C:16]1[CH:21]=[CH:20][CH:19]=[C:18]([C:22](=[N:24][C:25]2[C:26]([CH:34]([CH3:36])[CH3:35])=[CH:27][CH:28]=[CH:29][C:30]=2[CH:31]([CH3:33])[CH3:32])[CH3:23])[N:17]=1)[CH3:15])([CH3:3])[CH3:2].[Cl-:37].[Cr+2:38].[Cl-:37]. The catalyst class is: 1. Reactant: [CH:1]([C:4]1[CH:9]=[CH:8][CH:7]=[C:6]([CH:10]([CH3:12])[CH3:11])[C:5]=1[N:13]=[C:14]([C:16]1[CH:21]=[CH:20][CH:19]=[C:18]([C:22](=[N:24][C:25]2[C:30]([CH:31]([CH3:33])[CH3:32])=[CH:29][CH:28]=[CH:27][C:26]=2[CH:34]([CH3:36])[CH3:35])[CH3:23])[N:17]=1)[CH3:15])([CH3:3])[CH3:2].[Cl-:37].[Cr+2:38].[Cl-]. (5) Reactant: [O:1]=[C:2]([CH2:7][CH3:8])[CH2:3][C:4]([OH:6])=[O:5].Cl. Product: [CH2:7]([C:2]1[O:5][C:4](=[O:6])[C:3]([C:2](=[O:1])[CH2:7][CH3:8])=[C:4]([OH:5])[CH:3]=1)[CH3:8]. The catalyst class is: 1. (6) Reactant: [Cl:1][C:2]1[CH:34]=[C:33]([Cl:35])[CH:32]=[CH:31][C:3]=1[C:4]([N:6]([CH2:22][C:23]([N:25]1[CH2:30][CH2:29][O:28][CH2:27][CH2:26]1)=[O:24])[C:7]1[CH:11]=[C:10]([C:12]#[C:13][C:14]([CH3:17])([CH3:16])[CH3:15])[S:9][C:8]=1[C:18]([O:20]C)=[O:19])=[O:5].C1COCC1.O[Li].O.Cl. Product: [Cl:1][C:2]1[CH:34]=[C:33]([Cl:35])[CH:32]=[CH:31][C:3]=1[C:4]([N:6]([CH2:22][C:23]([N:25]1[CH2:26][CH2:27][O:28][CH2:29][CH2:30]1)=[O:24])[C:7]1[CH:11]=[C:10]([C:12]#[C:13][C:14]([CH3:17])([CH3:16])[CH3:15])[S:9][C:8]=1[C:18]([OH:20])=[O:19])=[O:5]. The catalyst class is: 6. (7) Reactant: [CH2:1]([N:8]1[C:16]2[C:15](=[O:17])[NH:14][CH:13]=[N:12][C:11]=2[C:10]([C:18]#[N:19])=[C:9]1[Cl:20])[C:2]1[CH:7]=[CH:6][CH:5]=[CH:4][CH:3]=1.C(=O)([O-])[O-].[K+].[K+].Br.Br[CH2:29][C:30]1[C:39]2[C:34](=[CH:35][CH:36]=[CH:37][CH:38]=2)[CH:33]=[CH:32][N:31]=1. Product: [CH2:1]([N:8]1[C:16]2[C:15](=[O:17])[N:14]([CH2:29][C:30]3[C:39]4[C:34](=[CH:35][CH:36]=[CH:37][CH:38]=4)[CH:33]=[CH:32][N:31]=3)[CH:13]=[N:12][C:11]=2[C:10]([C:18]#[N:19])=[C:9]1[Cl:20])[C:2]1[CH:7]=[CH:6][CH:5]=[CH:4][CH:3]=1. The catalyst class is: 3. (8) Reactant: [CH3:1][N:2]1[CH:10]=[C:9]2[C:4]([CH:5]=[CH:6][C:7]3[CH2:13][CH2:12][C@@H:11]([CH2:14][CH2:15][NH:16][C:17](=[O:19])[CH3:18])[C:8]=32)=[N:3]1.[Cl:20]N1C(=O)CCC1=O. Product: [Cl:20][C:10]1[N:2]([CH3:1])[N:3]=[C:4]2[C:9]=1[C:8]1[C@H:11]([CH2:14][CH2:15][NH:16][C:17](=[O:19])[CH3:18])[CH2:12][CH2:13][C:7]=1[CH:6]=[CH:5]2. The catalyst class is: 10. (9) Reactant: C[O:2][C:3](=O)[CH2:4][C:5]1[CH:10]=[CH:9][CH:8]=[C:7]([CH2:11][NH:12][CH2:13][C:14]2[CH:19]=[CH:18][CH:17]=[CH:16][C:15]=2[OH:20])[CH:6]=1.[BH4-].[Li+]. Product: [OH:2][CH2:3][CH2:4][C:5]1[CH:6]=[C:7]([CH:8]=[CH:9][CH:10]=1)[CH2:11][NH:12][CH2:13][C:14]1[CH:19]=[CH:18][CH:17]=[CH:16][C:15]=1[OH:20]. The catalyst class is: 7. (10) Reactant: [F:1][C:2]1[CH:7]=[CH:6][C:5]([N:8](S(CCC)(=O)=O)[S:9]([CH2:12][CH2:13][CH3:14])(=[O:11])=[O:10])=[CH:4][C:3]=1[C:21]([C:23]1[CH:24]=[C:25]2[C:30](=[CH:31][CH:32]=1)[N:29]=[CH:28][CH:27]=[N:26]2)=[O:22].[OH-].[Na+]. Product: [F:1][C:2]1[CH:7]=[CH:6][C:5]([NH:8][S:9]([CH2:12][CH2:13][CH3:14])(=[O:11])=[O:10])=[CH:4][C:3]=1[C:21]([C:23]1[CH:24]=[C:25]2[C:30](=[CH:31][CH:32]=1)[N:29]=[CH:28][CH:27]=[N:26]2)=[O:22]. The catalyst class is: 5.